Dataset: Forward reaction prediction with 1.9M reactions from USPTO patents (1976-2016). Task: Predict the product of the given reaction. (1) Given the reactants [Br:1][C:2]1[CH:30]=[CH:29][C:28]([F:31])=[CH:27][C:3]=1[O:4][CH:5]1[CH2:10][CH2:9][N:8]([C:11]2[S:12][C:13]3[C:18](Cl)=[N:17][C:16]([CH2:20][CH2:21][C:22]([O:24]C)=[O:23])=[N:15][C:14]=3[N:26]=2)[CH2:7][CH2:6]1.[CH3:32][OH:33], predict the reaction product. The product is: [Br:1][C:2]1[CH:30]=[CH:29][C:28]([F:31])=[CH:27][C:3]=1[O:4][CH:5]1[CH2:6][CH2:7][N:8]([C:11]2[S:12][C:13]3[C:18]([O:33][CH3:32])=[N:17][C:16]([CH2:20][CH2:21][C:22]([OH:24])=[O:23])=[N:15][C:14]=3[N:26]=2)[CH2:9][CH2:10]1. (2) Given the reactants [N:1]([C@H:4]1[C@H:9]([NH:10][CH2:11][C:12]2[CH:17]=[CH:16][C:15]([O:18][CH3:19])=[CH:14][CH:13]=2)[CH2:8][CH2:7][O:6][CH2:5]1)=[N+]=[N-].C1(P(C2C=CC=CC=2)C2C=CC=CC=2)C=CC=CC=1, predict the reaction product. The product is: [CH3:19][O:18][C:15]1[CH:14]=[CH:13][C:12]([CH2:11][NH:10][C@@H:9]2[CH2:8][CH2:7][O:6][CH2:5][C@H:4]2[NH2:1])=[CH:17][CH:16]=1. (3) Given the reactants N1([C:6]([O:8][C@:9]([C:38]2[CH:43]=[CH:42][C:41]([F:44])=[CH:40][C:39]=2[F:45])([CH2:32][N:33]2[CH:37]=[N:36][CH:35]=[N:34]2)[C@H:10]([S:12][C@@H:13]2[CH2:18][O:17][C@@H:16](/[CH:19]=[CH:20]/[CH:21]=[CH:22]/[C:23]3[CH:28]=[CH:27][C:26]([C:29]#[N:30])=[CH:25][C:24]=3[F:31])[O:15][CH2:14]2)[CH3:11])=[O:7])C=CN=C1.[Si:46]([O:63][CH2:64][CH2:65][OH:66])([C:59]([CH3:62])([CH3:61])[CH3:60])([C:53]1[CH:58]=[CH:57][CH:56]=[CH:55][CH:54]=1)[C:47]1[CH:52]=[CH:51][CH:50]=[CH:49][CH:48]=1.P([O-])([O-])([O-])=O, predict the reaction product. The product is: [C:6](=[O:7])([O:8][C@:9]([C:38]1[CH:43]=[CH:42][C:41]([F:44])=[CH:40][C:39]=1[F:45])([CH2:32][N:33]1[CH:37]=[N:36][CH:35]=[N:34]1)[C@H:10]([S:12][C@@H:13]1[CH2:18][O:17][C@@H:16](/[CH:19]=[CH:20]/[CH:21]=[CH:22]/[C:23]2[CH:28]=[CH:27][C:26]([C:29]#[N:30])=[CH:25][C:24]=2[F:31])[O:15][CH2:14]1)[CH3:11])[O:66][CH2:65][CH2:64][O:63][Si:46]([C:59]([CH3:62])([CH3:61])[CH3:60])([C:53]1[CH:54]=[CH:55][CH:56]=[CH:57][CH:58]=1)[C:47]1[CH:52]=[CH:51][CH:50]=[CH:49][CH:48]=1. (4) The product is: [NH2:8][C:9]1[N:14]=[C:13]([CH3:15])[N:12]=[C:11]([C:16]2[CH:17]=[C:18]([C:32]([CH3:41])([CH3:40])[C:33]([OH:35])=[O:34])[CH:19]=[N:20][C:21]=2[NH:22][C:23]2[CH:24]=[N:25][C:26]([O:30][CH3:31])=[C:27]([F:29])[CH:28]=2)[N:10]=1. Given the reactants COC1C=CC(C[N:8](CC2C=CC(OC)=CC=2)[C:9]2[N:14]=[C:13]([CH3:15])[N:12]=[C:11]([C:16]3[CH:17]=[C:18]([C:32]([CH3:41])([CH3:40])[C:33]([O:35]C(C)(C)C)=[O:34])[CH:19]=[N:20][C:21]=3[NH:22][C:23]3[CH:24]=[N:25][C:26]([O:30][CH3:31])=[C:27]([F:29])[CH:28]=3)[N:10]=2)=CC=1.FC(F)(F)S(O)(=O)=O, predict the reaction product. (5) The product is: [Cl:1][C:2]1[CH:7]=[CH:6][C:5]([CH:8]([C:12]2[C:14]3[C:15](=[C:16]([I:20])[CH:17]=[CH:18][CH:19]=3)[NH:24][N:23]=2)[CH2:9][C:10]#[N:11])=[C:4]([F:22])[CH:3]=1. Given the reactants [Cl:1][C:2]1[CH:7]=[CH:6][C:5]([CH:8]([C:12]([C:14]2[CH:19]=[CH:18][CH:17]=[C:16]([I:20])[C:15]=2F)=O)[CH2:9][C:10]#[N:11])=[C:4]([F:22])[CH:3]=1.[NH2:23][NH2:24], predict the reaction product.